This data is from Experimentally validated miRNA-target interactions with 360,000+ pairs, plus equal number of negative samples. The task is: Binary Classification. Given a miRNA mature sequence and a target amino acid sequence, predict their likelihood of interaction. (1) The miRNA is mmu-miR-6908-3p with sequence ACACUCUCCCUUGUGCUGGCAG. The protein sequence of the target gene is MEQCACVERELDKVLQKFLTYGQHCERSLEELLHYVGQLRAELASAALQGTPLSATLSLVMSQCCRKIKDTVQKLASDHKDIHSSVSRVGKAIDRNFDSEICGVVSDAVWDAREQQQQILQMAIVEHLYQQGMLSVAEELCQESTLNVDLDFKQPFLELNRILEALHEQDLGPALEWAVSHRQRLLELNSSLEFKLHRLHFIRLLAGGPAKQLEALSYARHFQPFARLHQREIQVMMGSLVYLRLGLEKSPYCHLLDSSHWAEICETFTRDACSLLGLSVESPLSVSFASGCVALPVLMN.... Result: 0 (no interaction). (2) The miRNA is mmu-miR-344h-3p with sequence GGUAUAACCAAAGCCCGACUGU. The protein sequence of the target gene is MAAHLKKRVYEEFTKVVQPQEEIATKKLRLTKPSKSAALHIDLCKATSPADALQYLLQFARKPVEAESVEGVVRILLEHYYKENDPSVRLKIASLLGLLSKTAGFSPDCIMDDAINILQNEKSHQVLAQLLDTLLAIGTKLPENQAIQMRLVDVACKHLTDTSHGVRNKCLQLLGNLGSLEKSVTKDAEGLAARDVQKIIGDYFSDQDPRVRTAAIKAMLQLHERGLKLHQTIYNQACKLLSDDYEQVRSAAVQLIWVVSQLYPESIVPIPSSNEEIRLVDDAFGKICHMVSDGSWVVRV.... Result: 0 (no interaction). (3) The miRNA is hsa-miR-4666b with sequence UUGCAUGUCAGAUUGUAAUUCCC. The protein sequence of the target gene is MAEPRTASPRRLPALRRPGFLPPLLPPPPPPLLLLLLLLPLPAPSLGLGHSAELAFSVEPNDDIANPGQPIVLGCKVEGTPPVQVSWRKNGAELPEGTHTTLLANGSLLIHHFRLEQGGSPSDEGDYECVAQNRFGLLVSRKARLQAATMSDFHVHPQAVTGEEGGVARFQCQIHGLPKPLITWEKNRVPIDTDDERYTLLPKGVLQITGLRAEDSGIFHCVASNIASVRVSHGARLTVSGSGSGTYKEPTILVGPENLTLTVHQTAVLECVATGNPRPIVSWSRLDGRPIGVEGIQVLG.... Result: 0 (no interaction). (4) The protein sequence of the target gene is MPAFNRLLPLASLVLIYWVRVCFPVCVEVPSETEAVQGNSMKLRCISCMKREEVEATTVVEWFYRPEGGKDFLIYEYRNGHQEVESPFQGRLQWNGSKDLQDVSITVLNVTLNDSGLYTCNVSREFEFEAHRPFVKTTRLIPLRVTEEAGEDFTSVVSEIMMYILLVFLTLWLFIEMIYCYRKVSKAEEAAQENASDYLAIPSENKENSVVPVEE. The miRNA is hsa-miR-4324 with sequence CCCUGAGACCCUAACCUUAA. Result: 0 (no interaction).